From a dataset of Forward reaction prediction with 1.9M reactions from USPTO patents (1976-2016). Predict the product of the given reaction. Given the reactants [C:1]1([C:7]([C:16]2[CH:21]=[CH:20][CH:19]=[C:18]([C:22]([F:25])([F:24])[F:23])[C:17]=2[NH2:26])=[CH:8][CH2:9][C:10]2[CH:15]=[CH:14][CH:13]=[CH:12][CH:11]=2)[CH:6]=[CH:5][CH:4]=[CH:3][CH:2]=1.Cl.[N+:28]([O-])([O-])=O.[Na+].[OH-].[NH4+], predict the reaction product. The product is: [CH2:9]([C:8]1[N:28]=[N:26][C:17]2[C:16]([C:7]=1[C:1]1[CH:6]=[CH:5][CH:4]=[CH:3][CH:2]=1)=[CH:21][CH:20]=[CH:19][C:18]=2[C:22]([F:24])([F:25])[F:23])[C:10]1[CH:15]=[CH:14][CH:13]=[CH:12][CH:11]=1.